This data is from Catalyst prediction with 721,799 reactions and 888 catalyst types from USPTO. The task is: Predict which catalyst facilitates the given reaction. (1) Reactant: [C:1](#[N:4])[CH:2]=[CH2:3].[CH3:5][O:6][CH2:7][C@H:8]([CH3:52])[CH2:9][O:10][CH2:11][C:12]1[CH:17]=[CH:16][C:15]([C@@H:18]2[C@@H:23]([O:24][CH2:25][C:26]3[CH:27]=[CH:28][C:29]4[O:34][CH2:33][CH2:32][N:31]([CH2:35][CH2:36][CH2:37][O:38][CH3:39])[C:30]=4[CH:40]=3)[CH2:22][N:21]([S:41]([C:44]3[CH:49]=[CH:48][C:47]([CH3:50])=[CH:46][CH:45]=3)(=[O:43])=[O:42])[CH2:20][C@H:19]2[OH:51])=[CH:14][CH:13]=1.N1CCCN2CCCCCC=12. Product: [CH3:5][O:6][CH2:7][C@H:8]([CH3:52])[CH2:9][O:10][CH2:11][C:12]1[CH:17]=[CH:16][C:15]([C@@H:18]2[C@@H:23]([O:24][CH2:25][C:26]3[CH:27]=[CH:28][C:29]4[O:34][CH2:33][CH2:32][N:31]([CH2:35][CH2:36][CH2:37][O:38][CH3:39])[C:30]=4[CH:40]=3)[CH2:22][N:21]([S:41]([C:44]3[CH:49]=[CH:48][C:47]([CH3:50])=[CH:46][CH:45]=3)(=[O:42])=[O:43])[CH2:20][C@H:19]2[O:51][CH2:3][CH2:2][C:1]#[N:4])=[CH:14][CH:13]=1. The catalyst class is: 10. (2) Reactant: ClC(Cl)(O[C:5](=[O:11])OC(Cl)(Cl)Cl)Cl.[NH2:13][C:14]1[CH:19]=[CH:18][C:17]([C:20]2[N:21]=[C:22]([N:42]3[CH2:47][CH2:46][O:45][CH2:44][CH2:43]3)[C:23]3[N:28]=[N:27][N:26]([CH:29]4[CH2:34][CH2:33][N:32]([C:35]([O:37][C:38]([CH3:41])([CH3:40])[CH3:39])=[O:36])[CH2:31][CH2:30]4)[C:24]=3[N:25]=2)=[CH:16][CH:15]=1.NC.C[CH2:51][N:52](CC)CC. Product: [CH3:51][NH:52][C:5]([NH:13][C:14]1[CH:15]=[CH:16][C:17]([C:20]2[N:21]=[C:22]([N:42]3[CH2:43][CH2:44][O:45][CH2:46][CH2:47]3)[C:23]3[N:28]=[N:27][N:26]([CH:29]4[CH2:30][CH2:31][N:32]([C:35]([O:37][C:38]([CH3:41])([CH3:39])[CH3:40])=[O:36])[CH2:33][CH2:34]4)[C:24]=3[N:25]=2)=[CH:18][CH:19]=1)=[O:11]. The catalyst class is: 2. (3) Reactant: [F:1][C:2]([F:18])([C:14]([F:17])([F:16])[F:15])[CH2:3][NH:4][C:5]1[CH:13]=[CH:12][CH:11]=[CH:10][C:6]=1[C:7]([OH:9])=O.[CH3:19][C:20]([NH2:24])([C:22]#[CH:23])[CH3:21].CCN=C=NCCCN(C)C.CCN(C(C)C)C(C)C.C1C=CC2N(O)N=NC=2C=1. Product: [CH3:19][C:20]([NH:24][C:7](=[O:9])[C:6]1[CH:10]=[CH:11][CH:12]=[CH:13][C:5]=1[NH:4][CH2:3][C:2]([F:1])([F:18])[C:14]([F:17])([F:16])[F:15])([C:22]#[CH:23])[CH3:21]. The catalyst class is: 2.